Dataset: HIV replication inhibition screening data with 41,000+ compounds from the AIDS Antiviral Screen. Task: Binary Classification. Given a drug SMILES string, predict its activity (active/inactive) in a high-throughput screening assay against a specified biological target. (1) The molecule is Cc1cn(CCCCOC(=O)NC(CCCNC(=N)N)C(=O)O)c(=O)[nH]c1=O. The result is 0 (inactive). (2) The molecule is CC1CCC2c3c([nH]c4ccccc34)C3C(=O)N(c4ccccc4)C(=O)C3C2C1. The result is 0 (inactive). (3) The compound is c1ccc(CSP234N5CCN2CCN3CCN4CC5)c(CSP234N5CCN2CCN3CCN4CC5)c1. The result is 0 (inactive). (4) The molecule is CCC12C=CCN(CCc3c([nH]c4ccccc34)C=C1)C2. The result is 0 (inactive). (5) The result is 0 (inactive). The molecule is O=[N+]([O-])c1ccc(N2N=C(c3c(O)ccc4ccccc34)CC2c2ccc(Cl)cc2)c([N+](=O)[O-])c1.